Dataset: Peptide-MHC class II binding affinity with 134,281 pairs from IEDB. Task: Regression. Given a peptide amino acid sequence and an MHC pseudo amino acid sequence, predict their binding affinity value. This is MHC class II binding data. (1) The peptide sequence is LSPGMMMGMFNMLST. The MHC is DRB1_1101 with pseudo-sequence DRB1_1101. The binding affinity (normalized) is 0.352. (2) The peptide sequence is LPADLMIRIIAQGPK. The MHC is DRB1_1501 with pseudo-sequence DRB1_1501. The binding affinity (normalized) is 0.589. (3) The peptide sequence is NLTNLLSARKLDSSK. The MHC is DRB1_0401 with pseudo-sequence DRB1_0401. The binding affinity (normalized) is 0.676. (4) The peptide sequence is DVNAGFKAAVAAAAN. The MHC is HLA-DPA10201-DPB10501 with pseudo-sequence HLA-DPA10201-DPB10501. The binding affinity (normalized) is 0. (5) The binding affinity (normalized) is 0.527. The peptide sequence is EGKIILVAVHVASGYIE. The MHC is DRB1_1602 with pseudo-sequence DRB1_1602. (6) The peptide sequence is MNYYGKQENWYSLKK. The binding affinity (normalized) is 0.255. The MHC is DRB1_1302 with pseudo-sequence DRB1_1302.